From a dataset of Forward reaction prediction with 1.9M reactions from USPTO patents (1976-2016). Predict the product of the given reaction. (1) Given the reactants [CH2:1](O)[CH2:2][CH2:3][CH2:4]O.[CH2:7]=CC=C.[H-].C([Al+]CC(C)C)C(C)C.[CH:21](O)(O)[CH2:22][CH2:23][CH3:24].[Nd].C(Br)C=C, predict the reaction product. The product is: [CH2:1]=[CH:2][C:3](=[CH2:4])[CH3:7].[CH2:21]=[CH:22][CH:23]=[CH2:24]. (2) The product is: [F:1][C:2]1([C:8]2[S:9][C:10]([C:13]3[CH:14]=[C:15]([NH:20][C:21]4[N:26]=[C:25]([C:27]([F:28])([F:29])[F:30])[CH:24]=[CH:23][N:22]=4)[CH:16]=[C:17]([CH3:19])[CH:18]=3)=[CH:11][N:12]=2)[CH2:3][CH2:4][S:5](=[O:32])(=[O:31])[CH2:6][CH2:7]1. Given the reactants [F:1][C:2]1([C:8]2[S:9][C:10]([C:13]3[CH:14]=[C:15]([NH:20][C:21]4[N:26]=[C:25]([C:27]([F:30])([F:29])[F:28])[CH:24]=[CH:23][N:22]=4)[CH:16]=[C:17]([CH3:19])[CH:18]=3)=[CH:11][N:12]=2)[CH2:7][CH2:6][S:5][CH2:4][CH2:3]1.[OH2:31].[OH2:32].O.O.O.O.C(O[O-])(=O)C1C(=CC=CC=1)C([O-])=O.[Mg+2], predict the reaction product.